This data is from Full USPTO retrosynthesis dataset with 1.9M reactions from patents (1976-2016). The task is: Predict the reactants needed to synthesize the given product. (1) Given the product [Cl:29][C:24]1[CH:23]=[C:22]([CH:27]=[CH:26][C:25]=1[F:28])[C:21]([NH:20][C@H:17]1[CH2:16][CH2:15][C@@H:14]([NH:13][C:2]2[CH:7]=[C:6]([N+:8]([O-:10])=[O:9])[C:5]([CH3:11])=[CH:4][N+:3]=2[O-:12])[CH2:19][CH2:18]1)=[O:30], predict the reactants needed to synthesize it. The reactants are: Cl[C:2]1[CH:7]=[C:6]([N+:8]([O-:10])=[O:9])[C:5]([CH3:11])=[CH:4][N+:3]=1[O-:12].[NH2:13][C@@H:14]1[CH2:19][CH2:18][C@H:17]([NH:20][C:21](=[O:30])[C:22]2[CH:27]=[CH:26][C:25]([F:28])=[C:24]([Cl:29])[CH:23]=2)[CH2:16][CH2:15]1.C([O-])(O)=O.[Na+]. (2) Given the product [F:16][C:13]1[CH:14]=[CH:15][C:6]([NH:5][CH:4]2[C:3]([C:2]([F:29])([F:28])[F:1])([OH:18])[CH2:19][C:20]3[C:21](=[CH:22][CH:23]=[CH:24][CH:25]=3)[O:26]2)=[C:7]2[C:12]=1[N:11]=[C:10]([CH3:17])[N:9]=[CH:8]2, predict the reactants needed to synthesize it. The reactants are: [F:1][C:2]([F:29])([F:28])[C:3]([CH2:19][C:20]1[CH:25]=[CH:24][CH:23]=[CH:22][C:21]=1[O:26]C)([OH:18])[CH:4]=[N:5][C:6]1[CH:15]=[CH:14][C:13]([F:16])=[C:12]2[C:7]=1[CH:8]=[N:9][C:10]([CH3:17])=[N:11]2.B(Br)(Br)Br. (3) Given the product [NH2:1][C@H:2]1[C:11]2[C:6](=[CH:7][CH:8]=[C:9]([Br:12])[CH:10]=2)[O:5][CH2:4][C@@H:3]1[OH:13], predict the reactants needed to synthesize it. The reactants are: [NH2:1][C@@H:2]1[C:11]2[C:6](=[CH:7][CH:8]=[C:9]([Br:12])[CH:10]=2)[O:5][CH2:4][C@H:3]1[OH:13].C[C@]1(C(O)=O)C(C)(C)[C@@H](C(O)=O)CC1.C(#N)C. (4) Given the product [CH:27]1([NH:30][C:31](=[O:32])[C:33]2[CH:38]=[CH:37][C:36]([C:2]3[N:6]4[CH:7]=[CH:8][N:9]=[C:10]([NH:17][CH2:12][CH2:13][CH2:14][CH2:15][CH3:16])[C:5]4=[N:4][CH:3]=3)=[CH:35][CH:34]=2)[CH2:29][CH2:28]1, predict the reactants needed to synthesize it. The reactants are: Br[C:2]1[N:6]2[CH:7]=[CH:8][N:9]=[C:10](Cl)[C:5]2=[N:4][CH:3]=1.[CH2:12]([NH2:17])[CH2:13][CH2:14][CH2:15][CH3:16].CCN(C(C)C)C(C)C.[CH:27]1([NH:30][C:31]([C:33]2[CH:38]=[CH:37][C:36](B(O)O)=[CH:35][CH:34]=2)=[O:32])[CH2:29][CH2:28]1. (5) Given the product [C:1]([C:3]1[CH:8]([C:9]2[CH:10]=[C:11]3[C:15](=[CH:16][CH:17]=2)[NH:14][N:13]=[C:12]3[C:18]([NH:60][CH2:59][CH2:58][N:57]([CH3:61])[CH3:56])=[O:20])[C:7]([C:21]#[N:22])=[C:6]([CH3:23])[NH:5][C:4]=1[CH3:24])#[N:2], predict the reactants needed to synthesize it. The reactants are: [C:1]([C:3]1[CH:8]([C:9]2[CH:10]=[C:11]3[C:15](=[CH:16][CH:17]=2)[NH:14][N:13]=[C:12]3[C:18]([OH:20])=O)[C:7]([C:21]#[N:22])=[C:6]([CH3:23])[NH:5][C:4]=1[CH3:24])#[N:2].CCN(CC)CC.CN(C(ON1N=NC2C=CC=NC1=2)=[N+](C)C)C.F[P-](F)(F)(F)(F)F.[CH3:56][N:57]([CH3:61])[CH2:58][CH2:59][NH2:60]. (6) Given the product [Cl:1][C:2]1[C:3]([NH:10][CH2:11][C:12]2[CH:13]=[CH:14][C:15]([O:19][CH3:20])=[C:16]([O:18][C:22]3[CH:23]=[CH:24][C:25]4[N:26]([C:28]([N+:31]([O-:33])=[O:32])=[CH:29][N:30]=4)[N:27]=3)[CH:17]=2)=[N:4][C:5]([CH3:9])=[N:6][C:7]=1[CH3:8], predict the reactants needed to synthesize it. The reactants are: [Cl:1][C:2]1[C:3]([NH:10][CH2:11][C:12]2[CH:13]=[CH:14][C:15]([O:19][CH3:20])=[C:16]([OH:18])[CH:17]=2)=[N:4][C:5]([CH3:9])=[N:6][C:7]=1[CH3:8].Cl[C:22]1[CH:23]=[CH:24][C:25]2[N:26]([C:28]([N+:31]([O-:33])=[O:32])=[CH:29][N:30]=2)[N:27]=1.C(=O)([O-])[O-].[K+].[K+].